From a dataset of Merck oncology drug combination screen with 23,052 pairs across 39 cell lines. Regression. Given two drug SMILES strings and cell line genomic features, predict the synergy score measuring deviation from expected non-interaction effect. (1) Drug 1: Cn1nnc2c(C(N)=O)ncn2c1=O. Drug 2: NC(=O)c1cccc2cn(-c3ccc(C4CCCNC4)cc3)nc12. Cell line: CAOV3. Synergy scores: synergy=110. (2) Drug 1: CS(=O)(=O)CCNCc1ccc(-c2ccc3ncnc(Nc4ccc(OCc5cccc(F)c5)c(Cl)c4)c3c2)o1. Drug 2: COC1=C2CC(C)CC(OC)C(O)C(C)C=C(C)C(OC(N)=O)C(OC)C=CC=C(C)C(=O)NC(=CC1=O)C2=O. Cell line: ZR751. Synergy scores: synergy=-0.0969.